Dataset: Forward reaction prediction with 1.9M reactions from USPTO patents (1976-2016). Task: Predict the product of the given reaction. (1) Given the reactants [CH3:1][C:2]1[N:7]=[C:6]2[NH:8][C:9]([C:11](=[O:28])[NH:12][CH:13]([C:18]3[CH:23]=[CH:22][CH:21]=[C:20]([C:24]([F:27])([F:26])[F:25])[CH:19]=3)[C:14]([F:17])([F:16])[F:15])=[CH:10][C:5]2=[CH:4][C:3]=1[C:29]([O:31][CH3:32])=[O:30].[H-].[Na+].I[CH2:36][CH3:37].O, predict the reaction product. The product is: [CH2:36]([N:8]1[C:6]2=[N:7][C:2]([CH3:1])=[C:3]([C:29]([O:31][CH3:32])=[O:30])[CH:4]=[C:5]2[CH:10]=[C:9]1[C:11](=[O:28])[NH:12][CH:13]([C:18]1[CH:23]=[CH:22][CH:21]=[C:20]([C:24]([F:27])([F:26])[F:25])[CH:19]=1)[C:14]([F:15])([F:16])[F:17])[CH3:37]. (2) Given the reactants [OH:1][CH2:2][C@H:3]([NH:10][C:11](=[O:17])[O:12][C:13]([CH3:16])([CH3:15])[CH3:14])[C:4]1[CH:9]=[CH:8][CH:7]=[CH:6][CH:5]=1.CC(OI1(OC(C)=O)(OC(C)=O)OC(=O)C2C=CC=CC1=2)=O, predict the reaction product. The product is: [O:1]=[CH:2][C@H:3]([NH:10][C:11](=[O:17])[O:12][C:13]([CH3:15])([CH3:14])[CH3:16])[C:4]1[CH:9]=[CH:8][CH:7]=[CH:6][CH:5]=1. (3) Given the reactants O[C:2]1[C:10]([C:11]([O:13][CH2:14][CH3:15])=[O:12])=[C:9]2[N:5]([CH2:6][CH2:7][CH2:8]2)[C:4](=[O:16])[C:3]=1[CH3:17].P(Cl)(Cl)([Cl:20])=O.CN(C)C1C=CC=CC=1, predict the reaction product. The product is: [Cl:20][C:2]1[C:10]([C:11]([O:13][CH2:14][CH3:15])=[O:12])=[C:9]2[N:5]([CH2:6][CH2:7][CH2:8]2)[C:4](=[O:16])[C:3]=1[CH3:17].